From a dataset of Reaction yield outcomes from USPTO patents with 853,638 reactions. Predict the reaction yield, written as a fraction of the theoretical maximum amount of product (1.0 means a 100% yield; for example, 0.34 means a 34% yield). (1) The reactants are [O:1]=[C:2]1[NH:6][C:5](=[O:7])[C:4](=[CH:8][C:9]2[CH:14]=[CH:13][C:12]([C:15]3[CH:20]=[CH:19][CH:18]=[C:17]([C:21]([OH:23])=O)[CH:16]=3)=[CH:11][CH:10]=2)[S:3]1.ON1C2C=CC=CC=2N=N1.[CH2:34]([NH2:41])[C:35]1[CH:40]=[CH:39][CH:38]=[CH:37][CH:36]=1.Cl.CN(C)CCCN=C=NCC. The catalyst is O.CN(C)C=O. The product is [CH2:34]([NH:41][C:21]([C:17]1[CH:16]=[C:15]([C:12]2[CH:11]=[CH:10][C:9]([CH:8]=[C:4]3[S:3][C:2](=[O:1])[NH:6][C:5]3=[O:7])=[CH:14][CH:13]=2)[CH:20]=[CH:19][CH:18]=1)=[O:23])[C:35]1[CH:40]=[CH:39][CH:38]=[CH:37][CH:36]=1. The yield is 0.600. (2) The reactants are CC(N(C)C)=O.[CH3:7][C:8]([CH3:11])([O-:10])[CH3:9].[Na+].[Br:13][C:14]1[CH:19]=[C:18](F)[CH:17]=[C:16]([F:21])[CH:15]=1. The catalyst is O. The product is [Br:13][C:14]1[CH:15]=[C:16]([F:21])[CH:17]=[C:18]([O:10][C:8]([CH3:11])([CH3:9])[CH3:7])[CH:19]=1. The yield is 0.340.